This data is from Forward reaction prediction with 1.9M reactions from USPTO patents (1976-2016). The task is: Predict the product of the given reaction. Given the reactants C([O:4][C@@H:5]1[C@H:9]([CH2:10][CH2:11][CH2:12][CH2:13][CH2:14][CH2:15][C:16]([O:18]C)=[O:17])[C@@H:8]([CH2:20][CH2:21][CH:22]([OH:31])[C:23]([F:30])([F:29])[CH2:24][C@@H:25]([CH3:28])[CH2:26][CH3:27])[C@H:7]([O:32][CH:33]2[CH2:38][CH2:37][CH2:36][CH2:35][O:34]2)[CH2:6]1)(=O)C.[OH-].[Na+], predict the reaction product. The product is: [F:30][C:23]([F:29])([CH2:24][C@@H:25]([CH3:28])[CH2:26][CH3:27])[CH:22]([OH:31])[CH2:21][CH2:20][C@H:8]1[C@H:7]([O:32][CH:33]2[CH2:38][CH2:37][CH2:36][CH2:35][O:34]2)[CH2:6][C@H:5]([OH:4])[C@@H:9]1[CH2:10][CH2:11][CH2:12][CH2:13][CH2:14][CH2:15][C:16]([OH:18])=[O:17].